This data is from Forward reaction prediction with 1.9M reactions from USPTO patents (1976-2016). The task is: Predict the product of the given reaction. (1) The product is: [C:51]([O:54][C:55]([NH:43][N:2]=[CH:1][C:3]1[CH:4]=[CH:5][C:6]([C:7]([N:9]2[CH2:35][CH2:34][C:12]3([N:16]([CH2:17][C:18]4[CH:23]=[CH:22][CH:21]=[CH:20][CH:19]=4)[C:15](=[O:24])[N:14]([CH2:25][C:26]([O:28][C:29]([CH3:31])([CH3:32])[CH3:30])=[O:27])[C:13]3=[O:33])[CH2:11][CH2:10]2)=[O:8])=[CH:36][CH:37]=1)=[O:57])([CH3:53])([CH3:52])[CH3:50]. Given the reactants [C:1]([C:3]1[CH:37]=[CH:36][C:6]([C:7]([N:9]2[CH2:35][CH2:34][C:12]3([N:16]([CH2:17][C:18]4[CH:23]=[CH:22][CH:21]=[CH:20][CH:19]=4)[C:15](=[O:24])[N:14]([CH2:25][C:26]([O:28][C:29]([CH3:32])([CH3:31])[CH3:30])=[O:27])[C:13]3=[O:33])[CH2:11][CH2:10]2)=[O:8])=[CH:5][CH:4]=1)#[N:2].S.C([O-])(=O)C.[NH4+:43].C(=O)([O-])[O-].[K+].[K+].[CH3:50][C:51]([O:54][C:55]([O:57]C(OC(C)(C)C)=O)=O)([CH3:53])[CH3:52], predict the reaction product. (2) The product is: [CH3:17][O:18][N:19]=[C:9]1[C:8]2[C:13](=[CH:14][C:5]([C:1]([CH3:4])([CH3:3])[CH3:2])=[CH:6][CH:7]=2)[O:12][CH2:11][CH2:10]1. Given the reactants [C:1]([C:5]1[CH:14]=[C:13]2[C:8]([C:9](=O)[CH2:10][CH2:11][O:12]2)=[CH:7][CH:6]=1)([CH3:4])([CH3:3])[CH3:2].Cl.[CH3:17][O:18][NH2:19], predict the reaction product.